Predict which catalyst facilitates the given reaction. From a dataset of Catalyst prediction with 721,799 reactions and 888 catalyst types from USPTO. (1) Product: [NH:1]1[C:5]2[CH:6]=[CH:7][C:8]([C:10]([N:23]3[C@@H:24]4[C@H:19]([C:18]5[CH:17]=[C:16]([F:28])[CH:15]=[C:14]([F:13])[C:27]=5[CH2:26][CH2:25]4)[CH2:20][CH2:21][CH2:22]3)=[O:12])=[CH:9][C:4]=2[N:3]=[CH:2]1. The catalyst class is: 61. Reactant: [NH:1]1[C:5]2[CH:6]=[CH:7][C:8]([C:10]([OH:12])=O)=[CH:9][C:4]=2[N:3]=[CH:2]1.[F:13][C:14]1[C:27]2[CH2:26][CH2:25][C@H:24]3[C@@H:19]([CH2:20][CH2:21][CH2:22][NH:23]3)[C:18]=2[CH:17]=[C:16]([F:28])[CH:15]=1. (2) The catalyst class is: 54. Reactant: [C:1]([N:5]1[C:9]([CH:10]2[CH2:12][CH2:11]2)=[C:8]([C:13]([OH:15])=O)[CH:7]=[N:6]1)([CH3:4])([CH3:3])[CH3:2].C(Cl)(=O)C(Cl)=O.CN(C)C=O.[NH2:27][C:28]1[CH:29]=[C:30]([CH:49]=[CH:50][CH:51]=1)[O:31][C:32]1[CH:46]=[CH:45][C:35]2[N:36]=[C:37]([NH:39][C:40]([CH:42]3[CH2:44][CH2:43]3)=[O:41])[S:38][C:34]=2[C:33]=1[C:47]#[N:48]. Product: [C:1]([N:5]1[C:9]([CH:10]2[CH2:11][CH2:12]2)=[C:8]([C:13]([NH:27][C:28]2[CH:51]=[CH:50][CH:49]=[C:30]([O:31][C:32]3[CH:46]=[CH:45][C:35]4[N:36]=[C:37]([NH:39][C:40]([CH:42]5[CH2:44][CH2:43]5)=[O:41])[S:38][C:34]=4[C:33]=3[C:47]#[N:48])[CH:29]=2)=[O:15])[CH:7]=[N:6]1)([CH3:2])([CH3:3])[CH3:4]. (3) Reactant: [NH2:1][NH:2][C:3]([NH:5][NH2:6])=[S:4].[CH:7]1([C:12](O)=O)[CH2:11][CH2:10][CH2:9][CH2:8]1. Product: [NH2:1][N:2]1[C:12]([CH:7]2[CH2:11][CH2:10][CH2:9][CH2:8]2)=[N:6][N:5]=[C:3]1[SH:4]. The catalyst class is: 6. (4) Reactant: [CH:1]1([C@H:6]([OH:21])[C@H:7]([N:10]2[C:18](=[O:19])[C:17]3[C:12](=[CH:13][CH:14]=[CH:15][CH:16]=3)[C:11]2=[O:20])[CH:8]=O)[CH2:5][CH2:4][CH2:3][CH2:2]1.C(O)(=O)C.[CH3:26][NH2:27]. Product: [CH:1]1([C@H:6]([OH:21])[C@H:7]([N:10]2[C:18](=[O:19])[C:17]3[C:12](=[CH:13][CH:14]=[CH:15][CH:16]=3)[C:11]2=[O:20])[CH2:8][NH:27][CH3:26])[CH2:5][CH2:4][CH2:3][CH2:2]1. The catalyst class is: 1. (5) Reactant: C(OC([NH:8][C@H:9]([C:11]([O:13][CH2:14][CH2:15][O:16][C:17]1[CH:22]=[CH:21][C:20]([C:23]2[C:28]([C:29]#[N:30])=[C:27]([NH:31][CH3:32])[N:26]=[C:25]([S:33][CH2:34][C:35]3[N:36]=[C:37]([C:40]4[CH:45]=[CH:44][C:43]([Cl:46])=[CH:42][CH:41]=4)[S:38][CH:39]=3)[C:24]=2[C:47]#[N:48])=[CH:19][CH:18]=1)=[O:12])[CH3:10])=O)(C)(C)C.[F:49][C:50]([F:55])([F:54])[C:51]([OH:53])=[O:52]. Product: [F:49][C:50]([F:55])([F:54])[C:51]([OH:53])=[O:52].[NH2:8][C@H:9]([C:11]([O:13][CH2:14][CH2:15][O:16][C:17]1[CH:22]=[CH:21][C:20]([C:23]2[C:28]([C:29]#[N:30])=[C:27]([NH:31][CH3:32])[N:26]=[C:25]([S:33][CH2:34][C:35]3[N:36]=[C:37]([C:40]4[CH:41]=[CH:42][C:43]([Cl:46])=[CH:44][CH:45]=4)[S:38][CH:39]=3)[C:24]=2[C:47]#[N:48])=[CH:19][CH:18]=1)=[O:12])[CH3:10]. The catalyst class is: 4. (6) Reactant: [CH2:1]([N:8](CC)[C@@H:9]1[C@@H:17]2[C@@H:12]([O:13][CH2:14][CH2:15][C@@H:16]2[OH:18])[O:11][CH2:10]1)[C:2]1C=CC=CC=1.[CH3:33][C:32]([O:31][C:29](O[C:29]([O:31][C:32]([CH3:35])([CH3:34])[CH3:33])=[O:30])=[O:30])([CH3:35])[CH3:34]. Product: [CH2:1]([N:8]([C@@H:9]1[C@@H:17]2[C@@H:12]([O:13][CH2:14][CH2:15][C@@H:16]2[OH:18])[O:11][CH2:10]1)[C:29](=[O:30])[O:31][C:32]([CH3:33])([CH3:34])[CH3:35])[CH3:2]. The catalyst class is: 78. (7) Reactant: [Cl:1][C:2]1[CH:7]=[CH:6][C:5]([C:8]2[C:12]([C:13]3[CH:18]=[CH:17][N:16]=[CH:15][N:14]=3)=[C:11]([CH:19]3[CH2:24][CH2:23][NH:22][CH2:21][CH2:20]3)[NH:10][N:9]=2)=[CH:4][CH:3]=1.C1COCC1.CN(C=O)C.[F:35][C:36]1[CH:43]=[CH:42][C:39]([CH:40]=O)=[CH:38][CH:37]=1.C(O[BH-](OC(=O)C)OC(=O)C)(=O)C.[Na+]. Product: [Cl:1][C:2]1[CH:3]=[CH:4][C:5]([C:8]2[C:12]([C:13]3[CH:18]=[CH:17][N:16]=[CH:15][N:14]=3)=[C:11]([CH:19]3[CH2:24][CH2:23][N:22]([CH2:40][C:39]4[CH:42]=[CH:43][C:36]([F:35])=[CH:37][CH:38]=4)[CH2:21][CH2:20]3)[NH:10][N:9]=2)=[CH:6][CH:7]=1. The catalyst class is: 15.